Dataset: Catalyst prediction with 721,799 reactions and 888 catalyst types from USPTO. Task: Predict which catalyst facilitates the given reaction. Reactant: [Cl:1][C:2]1[CH:3]=[CH:4][C:5]2[NH:11][C:10](=O)[CH:9]([CH2:13][N:14]3[N:18]=[N:17][C:16]([CH2:19][C:20]([O:22][CH2:23][CH3:24])=[O:21])=[N:15]3)[CH2:8][CH:7]([C:25]3[CH:30]=[CH:29][CH:28]=[C:27]([O:31][CH3:32])[C:26]=3[O:33][CH3:34])[C:6]=2[CH:35]=1.COC1C=CC(P2(SP(C3C=CC(OC)=CC=3)(=S)S2)=[S:45])=CC=1. Product: [Cl:1][C:2]1[CH:3]=[CH:4][C:5]2[NH:11][C:10](=[S:45])[CH:9]([CH2:13][N:14]3[N:18]=[N:17][C:16]([CH2:19][C:20]([O:22][CH2:23][CH3:24])=[O:21])=[N:15]3)[CH2:8][CH:7]([C:25]3[CH:30]=[CH:29][CH:28]=[C:27]([O:31][CH3:32])[C:26]=3[O:33][CH3:34])[C:6]=2[CH:35]=1. The catalyst class is: 11.